Dataset: Catalyst prediction with 721,799 reactions and 888 catalyst types from USPTO. Task: Predict which catalyst facilitates the given reaction. (1) Reactant: [Cl:1][C:2]1[C:6]([CH3:7])=[CH:5][S:4][C:3]=1[C:8]1[N:12]([CH2:13][CH:14]([CH3:16])[CH3:15])[C:11](=[O:17])[N:10]([CH2:18][C:19]([OH:21])=O)[N:9]=1.[F:22][C:23]([F:33])([F:32])[C:24]1[CH:31]=[CH:30][CH:29]=[CH:28][C:25]=1[CH2:26][NH2:27].C1C=CC2N(O)N=NC=2C=1.CCN=C=NCCCN(C)C.Cl.[Cl-].[Na+]. The catalyst class is: 136. Product: [Cl:1][C:2]1[C:6]([CH3:7])=[CH:5][S:4][C:3]=1[C:8]1[N:12]([CH2:13][CH:14]([CH3:15])[CH3:16])[C:11](=[O:17])[N:10]([CH2:18][C:19]([NH:27][CH2:26][C:25]2[CH:28]=[CH:29][CH:30]=[CH:31][C:24]=2[C:23]([F:22])([F:32])[F:33])=[O:21])[N:9]=1. (2) Reactant: [F:1][C:2]([F:7])([F:6])[C:3]([OH:5])=[O:4].[N:8]1([C:14]2[CH:19]=[C:18]([C:20]3[CH:25]=[CH:24][CH:23]=[C:22](C(F)(F)F)[CH:21]=3)[N:17]=[C:16]([C:30]#[N:31])[N:15]=2)[CH2:13][CH2:12][NH:11][CH2:10][CH2:9]1.[CH:32](N(C(C)C)CC)([CH3:34])[CH3:33].BrC(C)C.[I-].[Na+]. Product: [F:1][C:2]([F:7])([F:6])[C:3]([OH:5])=[O:4].[CH:32]([N:11]1[CH2:10][CH2:9][N:8]([C:14]2[CH:19]=[C:18]([C:20]3[CH:25]=[CH:24][CH:23]=[CH:22][C:21]=3[C:2]([F:7])([F:6])[F:1])[N:17]=[C:16]([C:30]#[N:31])[N:15]=2)[CH2:13][CH2:12]1)([CH3:34])[CH3:33]. The catalyst class is: 10. (3) Reactant: B.[CH3:2][C:3]1([CH3:14])[CH2:8][CH:7]([C:9](O)=[O:10])[CH2:6][C:5]([CH3:13])([CH3:12])[NH:4]1.Cl.C(=O)([O-])[O-].[K+].[K+]. Product: [CH3:2][C:3]1([CH3:14])[CH2:8][CH:7]([CH2:9][OH:10])[CH2:6][C:5]([CH3:13])([CH3:12])[NH:4]1. The catalyst class is: 7. (4) Reactant: [N+:1]([C:4]1[CH:10]=[C:9]([B:11]2[O:15][C:14]([CH3:17])([CH3:16])[C:13]([CH3:19])([CH3:18])[O:12]2)[CH:8]=[CH:7][C:5]=1[NH2:6])([O-])=O.[H][H].[N:22]#[C:23]Br. Product: [CH3:18][C:13]1([CH3:19])[C:14]([CH3:17])([CH3:16])[O:15][B:11]([C:9]2[CH:8]=[CH:7][C:5]3[NH:6][C:23]([NH2:22])=[N:1][C:4]=3[CH:10]=2)[O:12]1. The catalyst class is: 43.